This data is from Reaction yield outcomes from USPTO patents with 853,638 reactions. The task is: Predict the reaction yield, written as a fraction of the theoretical maximum amount of product (1.0 means a 100% yield; for example, 0.34 means a 34% yield). (1) The reactants are C1(O[C:8](=[O:32])[NH:9][C:10]2[CH:15]=[CH:14][C:13]([O:16][C:17]3[C:26]4[C:21](=[CH:22][C:23]([O:29][CH3:30])=[C:24]([O:27][CH3:28])[CH:25]=4)[N:20]=[CH:19][CH:18]=3)=[CH:12][C:11]=2[F:31])C=CC=CC=1.[NH2:33][C:34]1[S:35][CH:36]=[CH:37][N:38]=1.C(OCC)(=O)C.O. The catalyst is CS(C)=O.CO. The yield is 0.860. The product is [CH3:28][O:27][C:24]1[CH:25]=[C:26]2[C:21](=[CH:22][C:23]=1[O:29][CH3:30])[N:20]=[CH:19][CH:18]=[C:17]2[O:16][C:13]1[CH:14]=[CH:15][C:10]([NH:9][C:8]([NH:33][C:34]2[S:35][CH:36]=[CH:37][N:38]=2)=[O:32])=[C:11]([F:31])[CH:12]=1. (2) The reactants are [NH2:1][C:2]1[C:3]([NH:12][C@@H:13]([CH3:20])[CH2:14][CH2:15][C:16]([O:18][CH3:19])=[O:17])=[N:4][C:5]([NH:8][CH:9]([CH3:11])[CH3:10])=[N:6][CH:7]=1.Cl.N[C@H](C)/C=C/C(OC)=O. No catalyst specified. The product is [NH2:1][C:2]1[C:3]([NH:12][C@H:13]([CH3:20])[CH2:14][CH2:15][C:16]([O:18][CH3:19])=[O:17])=[N:4][C:5]([NH:8][CH:9]([CH3:10])[CH3:11])=[N:6][CH:7]=1. The yield is 0.750. (3) The yield is 0.680. The product is [Cl:1][C:2]1[CH:9]=[C:8]([O:10][CH3:11])[CH:7]=[CH:6][C:3]=1[CH:4]=[O:5]. The reactants are [Cl:1][C:2]1[CH:9]=[C:8]([OH:10])[CH:7]=[CH:6][C:3]=1[CH:4]=[O:5].[C:11](=O)([O-])[O-].[K+].[K+].CI. The catalyst is CN(C)C=O.